From a dataset of Forward reaction prediction with 1.9M reactions from USPTO patents (1976-2016). Predict the product of the given reaction. (1) The product is: [NH2:1][C:2]1[C:6]([C:7]([NH2:8])=[O:9])=[C:5]([C:10]2[CH:11]=[CH:12][C:13]([O:16][C:17]3[CH:22]=[CH:21][CH:20]=[CH:19][CH:18]=3)=[CH:14][CH:15]=2)[N:4]([C@@H:23]2[CH2:28][CH2:27][CH2:26][NH:25][CH2:24]2)[N:3]=1. Given the reactants [NH2:1][C:2]1[C:6]([C:7](=[O:9])[NH2:8])=[C:5]([C:10]2[CH:15]=[CH:14][C:13]([O:16][C:17]3[CH:22]=[CH:21][CH:20]=[CH:19][CH:18]=3)=[CH:12][CH:11]=2)[N:4]([C@@H:23]2[CH2:28][CH2:27][CH2:26][N:25](C(OC(C)(C)C)=O)[CH2:24]2)[N:3]=1.C(O)(C(F)(F)F)=O.O, predict the reaction product. (2) Given the reactants [N+:1]([C:4]1[CH:5]=[C:6]([S:10]([N:13]([C:20]2[CH:25]=[CH:24][CH:23]=[CH:22][C:21]=2[C:26]([OH:43])([C:39]([F:42])([F:41])[F:40])[C:27]#[C:28][C:29]2[CH:34]=[CH:33][C:32]([S:35]([CH3:38])(=[O:37])=[O:36])=[CH:31][CH:30]=2)[CH2:14][CH2:15][C:16]([F:19])([F:18])[F:17])(=[O:12])=[O:11])[CH:7]=[CH:8][CH:9]=1)([O-])=O.O.O.[Sn](Cl)Cl, predict the reaction product. The product is: [NH2:1][C:4]1[CH:5]=[C:6]([S:10]([N:13]([C:20]2[CH:25]=[CH:24][CH:23]=[CH:22][C:21]=2[C:26]([OH:43])([C:39]([F:42])([F:41])[F:40])[C:27]#[C:28][C:29]2[CH:30]=[CH:31][C:32]([S:35]([CH3:38])(=[O:37])=[O:36])=[CH:33][CH:34]=2)[CH2:14][CH2:15][C:16]([F:19])([F:18])[F:17])(=[O:11])=[O:12])[CH:7]=[CH:8][CH:9]=1. (3) Given the reactants C(OC(=O)[NH:7][CH:8]([NH:17][CH2:18][CH2:19][C:20]1[CH:25]=[CH:24][C:23]([C:26]2[N:27]=[C:28]([NH:31][C:32](=[O:34])[CH3:33])[S:29][CH:30]=2)=[CH:22][CH:21]=1)[NH:9]C(=O)OC(C)(C)C)(C)(C)C.[ClH:36], predict the reaction product. The product is: [ClH:36].[NH2:9][C:8]([NH:17][CH2:18][CH2:19][C:20]1[CH:21]=[CH:22][C:23]([C:26]2[N:27]=[C:28]([NH:31][C:32](=[O:34])[CH3:33])[S:29][CH:30]=2)=[CH:24][CH:25]=1)=[NH:7].